From a dataset of Reaction yield outcomes from USPTO patents with 853,638 reactions. Predict the reaction yield, written as a fraction of the theoretical maximum amount of product (1.0 means a 100% yield; for example, 0.34 means a 34% yield). (1) The reactants are [C:1]1([C:7]2[CH:12]=[C:11]([CH:13]([CH2:16][OH:17])[CH2:14][OH:15])[CH:10]=[CH:9][C:8]=2[NH:18][C:19]([C:21]2[N:22]([CH2:28][O:29][CH2:30][CH2:31][Si:32]([CH3:35])([CH3:34])[CH3:33])[CH:23]=[C:24]([C:26]#[N:27])[N:25]=2)=[O:20])[CH2:6][CH2:5][CH2:4][CH2:3][CH:2]=1.CCN(CC)CC.[CH3:43][S:44](Cl)(=[O:46])=[O:45]. The catalyst is C(Cl)Cl. The product is [C:26]([C:24]1[N:25]=[C:21]([C:19]([NH:18][C:8]2[CH:9]=[CH:10][C:11]([CH:13]([CH2:14][O:15][S:44]([CH3:43])(=[O:46])=[O:45])[CH2:16][O:17][S:44]([CH3:43])(=[O:46])=[O:45])=[CH:12][C:7]=2[C:1]2[CH2:6][CH2:5][CH2:4][CH2:3][CH:2]=2)=[O:20])[N:22]([CH2:28][O:29][CH2:30][CH2:31][Si:32]([CH3:34])([CH3:33])[CH3:35])[CH:23]=1)#[N:27]. The yield is 0.700. (2) The reactants are [CH3:1][O:2][C:3]([C:5]1[C:6]([CH3:29])=[C:7]([NH:15][CH:16]2[CH2:21][CH2:20][N:19]([C:22]([O:24][C:25]([CH3:28])([CH3:27])[CH3:26])=[O:23])[CH2:18][CH2:17]2)[CH:8]=[C:9]([C:11]([F:14])([F:13])[F:12])[CH:10]=1)=[O:4].[CH:30](=O)[CH3:31].C(O[BH-](OC(=O)C)OC(=O)C)(=O)C.[Na+].C([O-])(O)=O.[Na+]. The catalyst is C(Cl)Cl.CC(O)=O. The product is [C:25]([O:24][C:22]([N:19]1[CH2:18][CH2:17][CH:16]([N:15]([CH2:30][CH3:31])[C:7]2[CH:8]=[C:9]([C:11]([F:13])([F:14])[F:12])[CH:10]=[C:5]([C:3]([O:2][CH3:1])=[O:4])[C:6]=2[CH3:29])[CH2:21][CH2:20]1)=[O:23])([CH3:26])([CH3:28])[CH3:27]. The yield is 0.400. (3) The catalyst is S(=O)(=O)(O)O. The product is [Cl:5][C:6]1[CH:14]=[C:13]([Cl:15])[C:12]([N+:1]([O-:4])=[O:2])=[CH:11][C:7]=1[C:8]([OH:10])=[O:9]. The reactants are [N+:1]([O-:4])(O)=[O:2].[Cl:5][C:6]1[CH:14]=[C:13]([Cl:15])[CH:12]=[CH:11][C:7]=1[C:8]([OH:10])=[O:9]. The yield is 1.35. (4) The reactants are [Br:1][CH2:2][C:3](=[O:6])[CH2:4][CH3:5].[CH2:7]1[S:12][CH2:11][CH2:10][CH2:9][CH2:8]1. The yield is 0.725. The product is [Br-:1].[O:6]=[C:3]([CH2:4][CH3:5])[CH2:2][S+:12]1[CH2:7][CH2:8][CH2:9][CH2:10][CH2:11]1. The catalyst is CC(C)=O. (5) The product is [CH2:1]([O:8][C:9]([NH:11][C@H:12]([CH3:13])[C:14](=[O:16])[S:19][CH2:18][CH3:17])=[O:10])[C:2]1[CH:3]=[CH:4][CH:5]=[CH:6][CH:7]=1. The reactants are [CH2:1]([O:8][C:9]([NH:11][C@H:12]([C:14]([OH:16])=O)[CH3:13])=[O:10])[C:2]1[CH:7]=[CH:6][CH:5]=[CH:4][CH:3]=1.[CH3:17][CH2:18][SH:19].C1CCC(N=C=NC2CCCCC2)CC1. The yield is 0.930. The catalyst is CN(C1C=CN=CC=1)C.ClCCl. (6) The reactants are C([N:4]1[CH:8]=[CH:7][N:6]=[C:5]1[C:9]1[S:13][C:12]([C:14]2[CH:19]=[CH:18][N:17]=[CH:16][CH:15]=2)=[N:11][C:10]=1[CH2:20][C:21]1[CH:26]=[CH:25][C:24]([Cl:27])=[CH:23][CH:22]=1)C=C.C(O)(=O)C.C1([SiH3])C=CC=CC=1. The product is [ClH:27].[Cl:27][C:24]1[CH:25]=[CH:26][C:21]([CH2:20][C:10]2[N:11]=[C:12]([C:14]3[CH:19]=[CH:18][N:17]=[CH:16][CH:15]=3)[S:13][C:9]=2[C:5]2[NH:4][CH:8]=[CH:7][N:6]=2)=[CH:22][CH:23]=1. The yield is 0.640. The catalyst is C(Cl)Cl.C1C=CC([P]([Pd]([P](C2C=CC=CC=2)(C2C=CC=CC=2)C2C=CC=CC=2)([P](C2C=CC=CC=2)(C2C=CC=CC=2)C2C=CC=CC=2)[P](C2C=CC=CC=2)(C2C=CC=CC=2)C2C=CC=CC=2)(C2C=CC=CC=2)C2C=CC=CC=2)=CC=1.